From a dataset of Full USPTO retrosynthesis dataset with 1.9M reactions from patents (1976-2016). Predict the reactants needed to synthesize the given product. (1) Given the product [C:19]([NH:1][C:2]1[S:3][C:4]([C:11]2[CH:16]=[CH:15][C:14]([S:17][CH3:18])=[CH:13][CH:12]=2)=[C:5]([C:7]([O:9][CH3:10])=[O:8])[N:6]=1)(=[O:21])[CH3:20], predict the reactants needed to synthesize it. The reactants are: [NH2:1][C:2]1[S:3][C:4]([C:11]2[CH:16]=[CH:15][C:14]([S:17][CH3:18])=[CH:13][CH:12]=2)=[C:5]([C:7]([O:9][CH3:10])=[O:8])[N:6]=1.[C:19](Cl)(=[O:21])[CH3:20].O. (2) Given the product [F:1][C:2]1[CH:3]=[C:4]([CH:19]=[CH:20][C:21]=1[F:22])[CH2:5][N:6]1[C:14]2[C:9](=[CH:10][C:11]([N+:15]([O-:17])=[O:16])=[CH:12][CH:13]=2)[C:8](=[O:18])[N:7]1[CH3:26], predict the reactants needed to synthesize it. The reactants are: [F:1][C:2]1[CH:3]=[C:4]([CH:19]=[CH:20][C:21]=1[F:22])[CH2:5][N:6]1[C:14]2[C:9](=[CH:10][C:11]([N+:15]([O-:17])=[O:16])=[CH:12][CH:13]=2)[C:8](=[O:18])[NH:7]1.[H-].[Na+].I[CH3:26]. (3) Given the product [OH:33][N:32]=[C:8]([C:7]1[C:2]([OH:1])=[CH:3][C:4]2[O:30][CH2:29][C:10]3([C:18]4[C:13](=[CH:14][CH:15]=[CH:16][CH:17]=4)[N:12]([CH2:19][C:20]4[CH:25]=[CH:24][C:23]([O:26][CH3:27])=[CH:22][CH:21]=4)[C:11]3=[O:28])[C:5]=2[CH:6]=1)[NH2:9], predict the reactants needed to synthesize it. The reactants are: [OH:1][C:2]1[C:7]([C:8]#[N:9])=[CH:6][C:5]2[C:10]3([CH2:29][O:30][C:4]=2[CH:3]=1)[C:18]1[C:13](=[CH:14][CH:15]=[CH:16][CH:17]=1)[N:12]([CH2:19][C:20]1[CH:25]=[CH:24][C:23]([O:26][CH3:27])=[CH:22][CH:21]=1)[C:11]3=[O:28].Cl.[NH2:32][OH:33].C(N(CC)CC)C. (4) Given the product [Cl:1][C:2]1[C:3]([OH:19])=[CH:4][C:5]([OH:17])=[C:6]([NH:8][C:9](=[O:16])[C:10]2[CH:15]=[CH:14][CH:13]=[CH:12][CH:11]=2)[CH:7]=1, predict the reactants needed to synthesize it. The reactants are: [Cl:1][C:2]1[C:3]([O:19]C)=[CH:4][C:5]([O:17]C)=[C:6]([NH:8][C:9](=[O:16])[C:10]2[CH:15]=[CH:14][CH:13]=[CH:12][CH:11]=2)[CH:7]=1. (5) Given the product [Cl:26][C:20]1[CH:19]=[CH:18][C:17]2[N:16]([N:15]=[C:14]([C:27]3[CH:32]=[CH:31][CH:30]=[CH:29][CH:28]=3)[C:13]=2[CH:53]([OH:55])[C:49]2[CH:48]=[CH:47][CH:46]=[C:45]([C:36]3[CH:37]=[C:38]([F:44])[C:39]([O:40][CH2:41][O:42][CH3:43])=[C:34]([F:33])[CH:35]=3)[N:50]=2)[C:21]=1[Si:22]([CH3:25])([CH3:24])[CH3:23], predict the reactants needed to synthesize it. The reactants are: C([Li])CCC.CCCCCC.Br[C:13]1[C:14]([C:27]2[CH:32]=[CH:31][CH:30]=[CH:29][CH:28]=2)=[N:15][N:16]2[C:21]([Si:22]([CH3:25])([CH3:24])[CH3:23])=[C:20]([Cl:26])[CH:19]=[CH:18][C:17]=12.[F:33][C:34]1[CH:35]=[C:36]([C:45]2(C=O)[NH:50][CH:49]=[CH:48][CH:47]=[CH:46]2)[CH:37]=[C:38]([F:44])[C:39]=1[O:40][CH2:41][O:42][CH3:43].[C:53](OCC)(=[O:55])C. (6) Given the product [Br:2][C:3]1[C:4]([CH3:12])=[CH:5][C:6]([C@@H:9]([NH:11][C:13](=[O:14])[O:15][C:16]([CH3:19])([CH3:18])[CH3:17])[CH3:10])=[N:7][CH:8]=1, predict the reactants needed to synthesize it. The reactants are: Cl.[Br:2][C:3]1[C:4]([CH3:12])=[CH:5][C:6]([C@@H:9]([NH2:11])[CH3:10])=[N:7][CH:8]=1.[C:13](O[C:13]([O:15][C:16]([CH3:19])([CH3:18])[CH3:17])=[O:14])([O:15][C:16]([CH3:19])([CH3:18])[CH3:17])=[O:14].C(N(CC)CC)C. (7) The reactants are: Cl[C:2]1[N:7]=[C:6]([NH:8][C:9]([C:11]2([C:14]3[CH:24]=[CH:23][C:17]4[O:18][C:19]([F:22])([F:21])[O:20][C:16]=4[CH:15]=3)[CH2:13][CH2:12]2)=[O:10])[CH:5]=[CH:4][C:3]=1[CH3:25].[F:26][C:27]([F:46])([F:45])[C:28]([C:30]1[CH:35]=[CH:34][C:33](B2OC(C)(C)C(C)(C)O2)=[CH:32][CH:31]=1)=[O:29].C(=O)([O-])[O-].[Na+].[Na+]. Given the product [F:21][C:19]1([F:22])[O:18][C:17]2[CH:23]=[CH:24][C:14]([C:11]3([C:9]([NH:8][C:6]4[CH:5]=[CH:4][C:3]([CH3:25])=[C:2]([C:33]5[CH:34]=[CH:35][C:30]([C:28](=[O:29])[C:27]([F:45])([F:46])[F:26])=[CH:31][CH:32]=5)[N:7]=4)=[O:10])[CH2:13][CH2:12]3)=[CH:15][C:16]=2[O:20]1, predict the reactants needed to synthesize it.